This data is from Reaction yield outcomes from USPTO patents with 853,638 reactions. The task is: Predict the reaction yield, written as a fraction of the theoretical maximum amount of product (1.0 means a 100% yield; for example, 0.34 means a 34% yield). (1) The reactants are [CH:1]1([C@@H:7]2[NH:12][C:11](=[O:13])[C@H:10]([CH2:14][CH:15]([CH3:17])[CH3:16])[NH:9][CH2:8]2)[CH2:6][CH2:5][CH2:4][CH2:3][CH2:2]1.[S:18]1[CH:22]=[CH:21][CH:20]=[C:19]1[C:23]1[O:27][N:26]=[C:25]([C:28](O)=[O:29])[CH:24]=1.C([C@@H]1N(C(=O)/C=C/C2C=CC=CC=2)C[C@H](CC(C)C)NC1=O)C(C)C. No catalyst specified. The product is [CH:1]1([C@@H:7]2[NH:12][C:11](=[O:13])[C@H:10]([CH2:14][CH:15]([CH3:17])[CH3:16])[N:9]([C:28]([C:25]3[CH:24]=[C:23]([C:19]4[S:18][CH:22]=[CH:21][CH:20]=4)[O:27][N:26]=3)=[O:29])[CH2:8]2)[CH2:2][CH2:3][CH2:4][CH2:5][CH2:6]1. The yield is 0.800. (2) The reactants are CO[C:3]([C:5]1[CH:10]=[N:9][C:8]([O:11][CH2:12][C:13]2[C:14]([C:18]3[CH:23]=[CH:22][C:21]([Cl:24])=[CH:20][CH:19]=3)=[N:15][O:16][CH:17]=2)=[CH:7][N:6]=1)=[O:4].CO[C:27]([C:29]1[CH:34]=NC(OC[C:34]2[C:29]([C:27]3C=CC(F)=CC=3)=[N:30]OC=2)=C[N:30]=1)=O. No catalyst specified. The product is [CH:29]([NH:30][C:3]([C:5]1[CH:10]=[N:9][C:8]([O:11][CH2:12][C:13]2[C:14]([C:18]3[CH:19]=[CH:20][C:21]([Cl:24])=[CH:22][CH:23]=3)=[N:15][O:16][CH:17]=2)=[CH:7][N:6]=1)=[O:4])([CH3:34])[CH3:27]. The yield is 0.0100. (3) The reactants are [C:1]([O:5][C:6](=[O:22])[CH2:7][CH:8]([NH:15][C:16]([O:18][CH2:19][CH:20]=[CH2:21])=[O:17])[C:9](N(OC)C)=[O:10])([CH3:4])([CH3:3])[CH3:2].[H-].[Al+3].[Li+].[H-].[H-].[H-]. The catalyst is C1COCC1.CCOCC. The product is [C:1]([O:5][C:6](=[O:22])[CH2:7][CH:8]([NH:15][C:16]([O:18][CH2:19][CH:20]=[CH2:21])=[O:17])[CH:9]=[O:10])([CH3:2])([CH3:4])[CH3:3]. The yield is 0.910.